Dataset: Catalyst prediction with 721,799 reactions and 888 catalyst types from USPTO. Task: Predict which catalyst facilitates the given reaction. (1) Reactant: C(N(CC)CC)C.[NH2:8][C@H:9]([CH2:12][C:13]1[CH:18]=[CH:17][CH:16]=[CH:15][CH:14]=1)[CH2:10][OH:11].Cl[C:20](=[O:26])[C:21]([O:23]CC)=[O:22].[OH-].[Na+].Cl. Product: [OH:11][CH2:10][C@H:9]([NH:8][C:20](=[O:26])[C:21]([OH:23])=[O:22])[CH2:12][C:13]1[CH:18]=[CH:17][CH:16]=[CH:15][CH:14]=1. The catalyst class is: 46. (2) Reactant: Cl[CH2:2][CH2:3][CH2:4][CH2:5][CH:6]([C:18]1[NH:22][N:21]=[C:20]([NH:23][C:24]2[CH:29]=[C:28]([F:30])[C:27]([N:31]3[CH:35]=[N:34][C:33]([CH3:36])=[N:32]3)=[C:26]([F:37])[CH:25]=2)[N:19]=1)[C:7]1[CH:12]=[CH:11][C:10]([O:13][C:14]([F:17])([F:16])[F:15])=[CH:9][CH:8]=1.[I-].[Na+].C(N(C(C)C)CC)(C)C. Product: [F:37][C:26]1[CH:25]=[C:24]([NH:23][C:20]2[N:19]=[C:18]3[CH:6]([C:7]4[CH:12]=[CH:11][C:10]([O:13][C:14]([F:17])([F:16])[F:15])=[CH:9][CH:8]=4)[CH2:5][CH2:4][CH2:3][CH2:2][N:22]3[N:21]=2)[CH:29]=[C:28]([F:30])[C:27]=1[N:31]1[CH:35]=[N:34][C:33]([CH3:36])=[N:32]1. The catalyst class is: 21.